This data is from Full USPTO retrosynthesis dataset with 1.9M reactions from patents (1976-2016). The task is: Predict the reactants needed to synthesize the given product. (1) Given the product [Cl:1][C:2]1[CH:7]=[CH:6][C:5]([CH2:8][C:9]([NH:11][C:12]2[CH:17]=[C:16]([C:18]([C:20]3[C:28]4[CH:27]=[N:26][CH:25]=[N:24][C:23]=4[N:22]([CH:30]([CH3:35])[C:31]([O:33][CH3:34])=[O:32])[CH:21]=3)=[O:19])[CH:15]=[N:14][CH:13]=2)=[O:10])=[CH:4][CH:3]=1, predict the reactants needed to synthesize it. The reactants are: [Cl:1][C:2]1[CH:7]=[CH:6][C:5]([CH2:8][C:9]([NH:11][C:12]2[CH:13]=[N:14][CH:15]=[C:16]([C:18]([C:20]3[C:28]4[CH:27]=[N:26][CH:25]=[N:24][C:23]=4[NH:22][CH:21]=3)=[O:19])[CH:17]=2)=[O:10])=[CH:4][CH:3]=1.Br[CH:30]([CH3:35])[C:31]([O:33][CH3:34])=[O:32].C(=O)([O-])[O-].[Cs+].[Cs+]. (2) Given the product [Cl:8][C:9]1[CH:14]=[CH:13][CH:12]=[CH:11][C:10]=1[N:15]1[C:19]2=[N:20][CH:21]=[N:22][C:23]([NH:24][CH2:25][C:26]([O:28][CH3:1])=[O:27])=[C:18]2[CH:17]=[N:16]1, predict the reactants needed to synthesize it. The reactants are: [CH3:1][Si](C=[N+]=[N-])(C)C.[Cl:8][C:9]1[CH:14]=[CH:13][CH:12]=[CH:11][C:10]=1[N:15]1[C:19]2=[N:20][CH:21]=[N:22][C:23]([NH:24][CH2:25][C:26]([OH:28])=[O:27])=[C:18]2[CH:17]=[N:16]1.O. (3) The reactants are: [CH3:1][C:2]1[CH:8]=[CH:7][CH:6]=[C:5]([CH3:9])[C:3]=1[NH2:4].C1(C)C=CC=CC=1.C(=O)([O-])[O-].[Na+].[Na+].[Cl:23][CH2:24][C:25](Cl)=[O:26]. Given the product [Cl:23][CH2:24][C:25]([NH:4][C:3]1[C:5]([CH3:9])=[CH:6][CH:7]=[CH:8][C:2]=1[CH3:1])=[O:26], predict the reactants needed to synthesize it. (4) The reactants are: Br[C:2]1[CH:7]=[C:6]([Br:8])[N:5]=[C:4]([CH3:9])[C:3]=1[OH:10].[Li]CCCC.O. Given the product [Br:8][C:6]1[N:5]=[C:4]([CH3:9])[C:3]([OH:10])=[CH:2][CH:7]=1, predict the reactants needed to synthesize it. (5) Given the product [C:9]([C:3]1[C:4](=[O:8])[O:5][CH:6]([CH3:7])[C:2]=1[OH:1])([CH3:12])([CH3:11])[CH3:10], predict the reactants needed to synthesize it. The reactants are: [OH:1][C:2]1[CH:6]([CH3:7])[O:5][C:4](=[O:8])[CH:3]=1.[C:9](O)([CH3:12])([CH3:11])[CH3:10].S(=O)(=O)(O)O. (6) Given the product [Cl:1][C:2]1[CH:3]=[C:4]([CH:14]=[CH:15][CH:16]=1)[CH2:5][O:6][C:7]1[CH:12]=[CH:11][NH:10][C:9](=[O:19])[CH:8]=1, predict the reactants needed to synthesize it. The reactants are: [Cl:1][C:2]1[CH:3]=[C:4]([CH:14]=[CH:15][CH:16]=1)[CH2:5][O:6][C:7]1[CH:12]=[CH:11][N+:10]([O-])=[CH:9][CH:8]=1.C(OC(=O)C)(=[O:19])C.